This data is from Forward reaction prediction with 1.9M reactions from USPTO patents (1976-2016). The task is: Predict the product of the given reaction. (1) Given the reactants C(=O)([O-])[O-].[Na+].[Na+].CC1(C)C(C)(C)OB([C:15]2[CH:16]=[C:17]3[C:22](=[CH:23][CH:24]=2)[O:21][CH2:20][CH2:19][CH2:18]3)O1.Br[C:27]1[C:28]2[C:45]([CH3:46])=[CH:44][CH:43]=[CH:42][C:29]=2[S:30][C:31]=1[CH:32]([O:37][C:38]([CH3:41])([CH3:40])[CH3:39])[C:33]([O:35][CH3:36])=[O:34].CN(C)C=O, predict the reaction product. The product is: [C:38]([O:37][CH:32]([C:31]1[S:30][C:29]2[CH:42]=[CH:43][CH:44]=[C:45]([CH3:46])[C:28]=2[C:27]=1[C:15]1[CH:24]=[CH:23][C:22]2[O:21][CH2:20][CH2:19][CH2:18][C:17]=2[CH:16]=1)[C:33]([O:35][CH3:36])=[O:34])([CH3:41])([CH3:40])[CH3:39]. (2) Given the reactants [CH2:1]([O:5][C:6]1[C:11]([F:12])=[C:10](Cl)[N:9]=[CH:8][N:7]=1)[C:2]#[C:3][CH3:4].[NH:14]1[CH2:19][CH2:18][CH2:17][CH2:16][CH2:15]1, predict the reaction product. The product is: [CH2:1]([O:5][C:6]1[C:11]([F:12])=[C:10]([N:14]2[CH2:19][CH2:18][CH2:17][CH2:16][CH2:15]2)[N:9]=[CH:8][N:7]=1)[C:2]#[C:3][CH3:4]. (3) Given the reactants C(=O)([O-])[O-].[K+].[K+].[C:7]1([N:13]2[C:17]3([CH2:22][CH2:21][CH2:20][CH2:19][CH2:18]3)[CH2:16][NH:15][S:14]2(=[O:24])=[O:23])[CH:12]=[CH:11][CH:10]=[CH:9][CH:8]=1.Cl[CH2:26][C:27]([NH:29][C:30]1[C:35]([CH:36]([CH3:38])[CH3:37])=[CH:34][CH:33]=[CH:32][C:31]=1[CH:39]([CH3:41])[CH3:40])=[O:28].O, predict the reaction product. The product is: [CH:39]([C:31]1[CH:32]=[CH:33][CH:34]=[C:35]([CH:36]([CH3:37])[CH3:38])[C:30]=1[NH:29][C:27](=[O:28])[CH2:26][N:15]1[CH2:16][C:17]2([CH2:22][CH2:21][CH2:20][CH2:19][CH2:18]2)[N:13]([C:7]2[CH:8]=[CH:9][CH:10]=[CH:11][CH:12]=2)[S:14]1(=[O:23])=[O:24])([CH3:40])[CH3:41]. (4) Given the reactants BrCCBr.C[Si](Cl)(C)C.[CH2:10]([CH:12]1[CH2:17][CH2:16][CH2:15][CH:14](I)[CH2:13]1)[CH3:11].Cl[C:20]1[S:24][N:23]=[C:22]([S:25][CH3:26])[N:21]=1, predict the reaction product. The product is: [CH2:10]([CH:12]1[CH2:17][CH2:16][CH2:15][CH:14]([C:20]2[S:24][N:23]=[C:22]([S:25][CH3:26])[N:21]=2)[CH2:13]1)[CH3:11]. (5) Given the reactants [CH2:1]([O:5][C:6]1[C:7]2[C:14](/C=C/C(N)=O)=[CH:13][NH:12][C:8]=2[N:9]=[CH:10][N:11]=1)[CH:2]([CH3:4])[CH3:3].C(N)(=O)C=C.[C:25]([O:30][CH3:31])(=[O:29])[C:26]([CH3:28])=[CH2:27], predict the reaction product. The product is: [CH2:1]([O:5][C:6]1[C:7]2[C:14](/[CH:27]=[C:26](\[CH3:28])/[C:25]([O:30][CH3:31])=[O:29])=[CH:13][NH:12][C:8]=2[N:9]=[CH:10][N:11]=1)[CH:2]([CH3:4])[CH3:3]. (6) Given the reactants [Cl:1][C:2]1[CH:3]=[C:4]([CH:9]2[CH:13]([NH:14][CH3:15])[CH2:12][N:11]([C:16]([CH:18]3[CH2:23][CH2:22][N:21]([C:24]([C:26]4([CH3:29])[CH2:28][CH2:27]4)=[O:25])[CH2:20][CH2:19]3)=[O:17])[CH2:10]2)[CH:5]=[CH:6][C:7]=1[Cl:8].C(N(CC)C(C)C)(C)C.[CH3:39][O:40][C:41]1[CH:49]=[CH:48][C:44]([C:45](Cl)=[O:46])=[CH:43][C:42]=1[C:50]([F:53])([F:52])[F:51], predict the reaction product. The product is: [Cl:1][C:2]1[CH:3]=[C:4]([CH:9]2[CH2:10][N:11]([C:16]([CH:18]3[CH2:19][CH2:20][N:21]([C:24]([C:26]4([CH3:29])[CH2:27][CH2:28]4)=[O:25])[CH2:22][CH2:23]3)=[O:17])[CH2:12][CH:13]2[N:14]([CH3:15])[C:45](=[O:46])[C:44]2[CH:48]=[CH:49][C:41]([O:40][CH3:39])=[C:42]([C:50]([F:53])([F:52])[F:51])[CH:43]=2)[CH:5]=[CH:6][C:7]=1[Cl:8]. (7) Given the reactants Br[C:2]1[CH:7]=[CH:6][N:5]2[C:8]3[CH:14]=[CH:13][CH:12]=[CH:11][C:9]=3[N:10]=[C:4]2[N:3]=1.[C:15]([C:17]1[CH:22]=[CH:21][C:20](B(O)O)=[CH:19][C:18]=1[F:26])#[N:16], predict the reaction product. The product is: [N:3]1[C:4]2[N:5]([C:8]3[CH:14]=[CH:13][CH:12]=[CH:11][C:9]=3[N:10]=2)[CH:6]=[CH:7][C:2]=1[C:20]1[CH:21]=[CH:22][C:17]([C:15]#[N:16])=[C:18]([F:26])[CH:19]=1. (8) Given the reactants [CH3:1][C:2]1([CH3:24])[CH2:11][CH2:10][C:9]2[C:4](=[CH:5][CH:6]=[C:7]([S:12]([NH:15][CH2:16][C:17]([O:19][C:20]([CH3:23])([CH3:22])[CH3:21])=[O:18])(=[O:14])=[O:13])[CH:8]=2)[O:3]1.CCN(P1(N(C)CCCN1C)=NC(C)(C)C)CC.[Br:43][C:44]1[CH:49]=[C:48]([F:50])[CH:47]=[C:46]([CH2:51]Br)[CH:45]=1, predict the reaction product. The product is: [Br:43][C:44]1[CH:45]=[C:46]([CH:47]=[C:48]([F:50])[CH:49]=1)[CH2:51][N:15]([CH2:16][C:17]([O:19][C:20]([CH3:23])([CH3:22])[CH3:21])=[O:18])[S:12]([C:7]1[CH:8]=[C:9]2[C:4](=[CH:5][CH:6]=1)[O:3][C:2]([CH3:24])([CH3:1])[CH2:11][CH2:10]2)(=[O:14])=[O:13]. (9) Given the reactants [CH2:1]([O:3][C:4]([C:6]1[NH:7][C:8]2[C:13]([C:14]=1Br)=[CH:12][C:11]([C:16](=[O:21])[CH2:17][CH:18]([CH3:20])[CH3:19])=[CH:10][CH:9]=2)=[O:5])[CH3:2].C([O-])=O.[NH4+].CN(C=O)C, predict the reaction product. The product is: [CH2:1]([O:3][C:4]([C:6]1[NH:7][C:8]2[C:13]([CH:14]=1)=[CH:12][C:11]([C:16](=[O:21])[CH2:17][CH:18]([CH3:20])[CH3:19])=[CH:10][CH:9]=2)=[O:5])[CH3:2].